This data is from Forward reaction prediction with 1.9M reactions from USPTO patents (1976-2016). The task is: Predict the product of the given reaction. (1) Given the reactants [H][H].[C:3]1([C:9]#[C:10][CH2:11][OH:12])[CH:8]=[CH:7][CH:6]=[CH:5][CH:4]=1, predict the reaction product. The product is: [C:3]1([CH2:9][CH2:10][CH2:11][OH:12])[CH:8]=[CH:7][CH:6]=[CH:5][CH:4]=1. (2) Given the reactants [Cl:1][C:2]1[C:3](I)=[CH:4][C:5]([N+:9]([O-:11])=[O:10])=[C:6]([CH:8]=1)[NH2:7].[F:13][C:14]([F:29])([F:28])[C:15]1[CH:20]=[C:19]([C:21]([F:24])([F:23])[F:22])[CH:18]=[CH:17][C:16]=1B(O)O.[O-]P([O-])([O-])=O.[K+].[K+].[K+], predict the reaction product. The product is: [F:13][C:14]([F:28])([F:29])[C:15]1[CH:20]=[C:19]([C:21]([F:22])([F:23])[F:24])[CH:18]=[CH:17][C:16]=1[C:3]1[C:2]([Cl:1])=[CH:8][C:6]([NH2:7])=[C:5]([N+:9]([O-:11])=[O:10])[CH:4]=1. (3) Given the reactants [CH2:1]([N:8]1[CH:16]=[C:15]2[C:10]([CH:11]=[C:12]([C:17]3[CH:18]=[C:19]([CH:27]4[CH2:31][CH2:30][NH:29][CH2:28]4)[N:20]4[C:25]=3[C:24]([NH2:26])=[N:23][CH:22]=[N:21]4)[CH:13]=[CH:14]2)=[N:9]1)[C:2]1[CH:7]=[CH:6][CH:5]=[CH:4][CH:3]=1.[CH3:32][N:33]([CH3:38])[S:34](Cl)(=[O:36])=[O:35].C(N(CC)CC)C, predict the reaction product. The product is: [NH2:26][C:24]1[C:25]2=[C:17]([C:12]3[CH:13]=[CH:14][C:15]4[C:10]([CH:11]=3)=[N:9][N:8]([CH2:1][C:2]3[CH:3]=[CH:4][CH:5]=[CH:6][CH:7]=3)[CH:16]=4)[CH:18]=[C:19]([CH:27]3[CH2:31][CH2:30][N:29]([S:34]([N:33]([CH3:38])[CH3:32])(=[O:36])=[O:35])[CH2:28]3)[N:20]2[N:21]=[CH:22][N:23]=1. (4) Given the reactants CC1C=CC=CC=1S(Cl)(=O)=O.[CH3:12][C:13]1[CH:18]=[CH:17][CH:16]=[CH:15][C:14]=1[S:19]([N:22]1[C:26]([C:27]2[CH:32]=[CH:31][CH:30]=[CH:29][CH:28]=2)=[CH:25][C:24]([C:33](OCC)=[O:34])=[CH:23]1)(=[O:21])=[O:20], predict the reaction product. The product is: [CH3:12][C:13]1[CH:18]=[CH:17][CH:16]=[CH:15][C:14]=1[S:19]([N:22]1[C:26]([C:27]2[CH:32]=[CH:31][CH:30]=[CH:29][CH:28]=2)=[CH:25][C:24]([CH:33]=[O:34])=[CH:23]1)(=[O:21])=[O:20]. (5) Given the reactants CN(C)[CH:3]=[CH:4][C:5](=O)[C:6]([CH3:14])([C:8]1[O:12][N:11]=[C:10]([CH3:13])[N:9]=1)C.[N+]([O-])(O)=[O:18].[N+]([O-])(O)=O.[CH3:25][O:26][C:27]1[CH:28]=[C:29]([NH:39][C:40]([NH2:42])=[NH:41])[CH:30]=[CH:31][C:32]=1[N:33]1[CH:37]=[C:36]([CH3:38])[N:35]=[CH:34]1, predict the reaction product. The product is: [CH3:25][O:26][C:27]1[CH:28]=[C:29]([NH:39][C:40]2[N:42]=[C:5]([C:6]([C:8]3[O:12][N:11]=[C:10]([CH3:13])[N:9]=3)([OH:18])[CH3:14])[CH:4]=[CH:3][N:41]=2)[CH:30]=[CH:31][C:32]=1[N:33]1[CH:37]=[C:36]([CH3:38])[N:35]=[CH:34]1. (6) Given the reactants Cl[C:2]1[N:7]=[C:6]([Cl:8])[N:5]=[C:4]([NH:9][C:10]2[N:11]=[CH:12][N:13]([CH2:15][O:16][CH3:17])[CH:14]=2)[N:3]=1.Cl.[F:19][C:20]1[CH:21]=[N:22][C:23]([C@@H:26]([NH2:28])[CH3:27])=[N:24][CH:25]=1, predict the reaction product. The product is: [Cl:8][C:6]1[N:7]=[C:2]([NH:28][C@H:26]([C:23]2[N:24]=[CH:25][C:20]([F:19])=[CH:21][N:22]=2)[CH3:27])[N:3]=[C:4]([NH:9][C:10]2[N:11]=[CH:12][N:13]([CH2:15][O:16][CH3:17])[CH:14]=2)[N:5]=1. (7) Given the reactants Cl[C:2]1[N:7]=[C:6]([NH2:8])[CH:5]=[N:4][CH:3]=1.[CH3:9][N:10]1[CH2:15][CH2:14][NH:13][CH2:12][CH2:11]1.O, predict the reaction product. The product is: [CH3:9][N:10]1[CH2:15][CH2:14][N:13]([C:2]2[CH:3]=[N:4][CH:5]=[C:6]([NH2:8])[N:7]=2)[CH2:12][CH2:11]1. (8) Given the reactants [C:1]1([N:7]2[C:11]([NH2:12])=[CH:10][C:9]([C:13]3([C:16]([F:19])([F:18])[F:17])[CH2:15][CH2:14]3)=[N:8]2)[CH:6]=[CH:5][CH:4]=[CH:3][CH:2]=1.[OH-].[Na+].Cl.[C:23]1(C)C=CC(NN)=CC=1, predict the reaction product. The product is: [C:4]1([CH3:23])[CH:3]=[CH:2][C:1]([N:7]2[C:11]([NH2:12])=[CH:10][C:9]([C:13]3([C:16]([F:18])([F:19])[F:17])[CH2:15][CH2:14]3)=[N:8]2)=[CH:6][CH:5]=1. (9) Given the reactants C[O:2][C:3]1[CH:8]=[CH:7][C:6]([C:9]2[CH:14]=[CH:13][C:12]([C:15]#[N:16])=[C:11]([CH3:17])[CH:10]=2)=[CH:5][CH:4]=1.B(Br)(Br)Br.O, predict the reaction product. The product is: [OH:2][C:3]1[CH:4]=[CH:5][C:6]([C:9]2[CH:14]=[CH:13][C:12]([C:15]#[N:16])=[C:11]([CH3:17])[CH:10]=2)=[CH:7][CH:8]=1. (10) Given the reactants [NH2:1][CH2:2][C:3]1[CH:8]=[CH:7][N:6]=[CH:5][CH:4]=1.[C:9]([C:11]1[CH:16]=[CH:15][C:14]([S:17](Cl)(=[O:19])=[O:18])=[CH:13][CH:12]=1)#[N:10].Cl, predict the reaction product. The product is: [C:9]([C:11]1[CH:12]=[CH:13][C:14]([S:17]([NH:1][CH2:2][C:3]2[CH:8]=[CH:7][N:6]=[CH:5][CH:4]=2)(=[O:19])=[O:18])=[CH:15][CH:16]=1)#[N:10].